This data is from TCR-epitope binding with 47,182 pairs between 192 epitopes and 23,139 TCRs. The task is: Binary Classification. Given a T-cell receptor sequence (or CDR3 region) and an epitope sequence, predict whether binding occurs between them. (1) The epitope is YLDAYNMMI. The TCR CDR3 sequence is CAISTDNQPQHF. Result: 1 (the TCR binds to the epitope). (2) The epitope is RISNCVADY. The TCR CDR3 sequence is CASSQFFGADRGNTGELFF. Result: 0 (the TCR does not bind to the epitope). (3) The epitope is RLDKVEAEV. The TCR CDR3 sequence is CASSQEGSGSAGELFF. Result: 0 (the TCR does not bind to the epitope). (4) The epitope is LLWNGPMAV. The TCR CDR3 sequence is CASSPGGVSYNEQFF. Result: 1 (the TCR binds to the epitope). (5) The epitope is KLWAQCVQL. The TCR CDR3 sequence is CASSPTGSREPQHF. Result: 0 (the TCR does not bind to the epitope). (6) The epitope is QARQMVQAMRTIGTHP. The TCR CDR3 sequence is CASSTGLAGVYQETQYF. Result: 1 (the TCR binds to the epitope). (7) The epitope is SEVGPEHSLAEY. The TCR CDR3 sequence is CSVVGAGGLHTEAFF. Result: 1 (the TCR binds to the epitope). (8) The epitope is KLPDDFTGCV. The TCR CDR3 sequence is CATSDSGTPGNEQFF. Result: 0 (the TCR does not bind to the epitope). (9) The epitope is RTLNAWVKV. The TCR CDR3 sequence is CASSQDPLPRAGDNEQFF. Result: 0 (the TCR does not bind to the epitope). (10) The epitope is LPPAYTNSF. The TCR CDR3 sequence is CASTGTSGGPTLRDEQFF. Result: 0 (the TCR does not bind to the epitope).